This data is from NCI-60 drug combinations with 297,098 pairs across 59 cell lines. The task is: Regression. Given two drug SMILES strings and cell line genomic features, predict the synergy score measuring deviation from expected non-interaction effect. (1) Drug 2: CC1=C2C(C(=O)C3(C(CC4C(C3C(C(C2(C)C)(CC1OC(=O)C(C(C5=CC=CC=C5)NC(=O)OC(C)(C)C)O)O)OC(=O)C6=CC=CC=C6)(CO4)OC(=O)C)OC)C)OC. Drug 1: C1CCN(CC1)CCOC2=CC=C(C=C2)C(=O)C3=C(SC4=C3C=CC(=C4)O)C5=CC=C(C=C5)O. Cell line: DU-145. Synergy scores: CSS=80.0, Synergy_ZIP=35.0, Synergy_Bliss=34.4, Synergy_Loewe=-10.8, Synergy_HSA=31.5. (2) Drug 1: CNC(=O)C1=NC=CC(=C1)OC2=CC=C(C=C2)NC(=O)NC3=CC(=C(C=C3)Cl)C(F)(F)F. Drug 2: CC1CCCC2(C(O2)CC(NC(=O)CC(C(C(=O)C(C1O)C)(C)C)O)C(=CC3=CSC(=N3)C)C)C. Cell line: UO-31. Synergy scores: CSS=12.1, Synergy_ZIP=-4.88, Synergy_Bliss=5.33, Synergy_Loewe=-26.2, Synergy_HSA=-0.594. (3) Drug 1: CCC(=C(C1=CC=CC=C1)C2=CC=C(C=C2)OCCN(C)C)C3=CC=CC=C3.C(C(=O)O)C(CC(=O)O)(C(=O)O)O. Cell line: HT29. Synergy scores: CSS=19.0, Synergy_ZIP=7.20, Synergy_Bliss=7.81, Synergy_Loewe=-3.26, Synergy_HSA=8.61. Drug 2: CC1=C(C(=CC=C1)Cl)NC(=O)C2=CN=C(S2)NC3=CC(=NC(=N3)C)N4CCN(CC4)CCO.